Dataset: Catalyst prediction with 721,799 reactions and 888 catalyst types from USPTO. Task: Predict which catalyst facilitates the given reaction. (1) Reactant: [CH:1]([C@@H:14]1[CH2:19][CH:18]=[CH:17][CH2:16][O:15]1)([C:8]1[CH:13]=[CH:12][CH:11]=[CH:10][CH:9]=1)[C:2]1[CH:7]=[CH:6][CH:5]=[CH:4][CH:3]=1.C1C=C(Cl)C=C(C(OO)=[O:28])C=1.[O-]S([O-])=O.[Na+].[Na+]. Product: [CH:1]([C@@H:14]1[CH2:19][C@@H:18]2[C@@H:17]([O:28]2)[CH2:16][O:15]1)([C:8]1[CH:9]=[CH:10][CH:11]=[CH:12][CH:13]=1)[C:2]1[CH:7]=[CH:6][CH:5]=[CH:4][CH:3]=1. The catalyst class is: 2. (2) Reactant: [CH2:1]1[C:10]2[C:5](=[CH:6][CH:7]=[CH:8][CH:9]=2)[CH2:4][CH2:3][NH:2]1.S([O-])([O-])(=O)=O.[N+:16]([O-])([O-:18])=[O:17].[K+].[NH4+]. Product: [N+:16]([C:8]1[CH:9]=[C:10]2[C:5]([CH2:4][CH2:3][NH:2][CH2:1]2)=[CH:6][CH:7]=1)([O-:18])=[O:17]. The catalyst class is: 65. (3) Reactant: [OH:1][C:2]1[CH:9]=[C:8]([O:10][CH2:11][O:12][CH3:13])[CH:7]=[CH:6][C:3]=1[CH:4]=O.[CH2:14](Br)[C:15]1[CH:20]=[CH:19][CH:18]=[CH:17][CH:16]=1.C(=O)([O-])[O-].[K+].[K+].C(OP([CH2:36][C:37]([O:39][CH2:40][CH3:41])=[O:38])(OCC)=O)C.[H-].[Na+].[Cl-].[NH4+]. Product: [CH2:14]([O:1][C:2]1[CH:9]=[C:8]([O:10][CH2:11][O:12][CH3:13])[CH:7]=[CH:6][C:3]=1/[CH:4]=[CH:36]/[C:37]([O:39][CH2:40][CH3:41])=[O:38])[C:15]1[CH:20]=[CH:19][CH:18]=[CH:17][CH:16]=1. The catalyst class is: 782. (4) Reactant: C([NH:4][C:5]1[N:6]([C@@H:23]2[CH2:28][CH2:27][C@H:26]([C:29]([NH:31][CH:32]([CH3:34])[CH3:33])=[O:30])[CH2:25][CH2:24]2)[C:7]2[CH:12]=[C:11]([O:13][CH2:14][CH2:15][N:16]3[CH2:21][CH2:20][CH2:19][CH2:18][CH2:17]3)[N:10]=[CH:9][C:8]=2[N:22]=1)(=[O:3])C.Cl.CO. Product: [NH4+:4].[OH-:3].[NH2:4][C:5]1[N:6]([C@@H:23]2[CH2:24][CH2:25][C@H:26]([C:29]([NH:31][CH:32]([CH3:34])[CH3:33])=[O:30])[CH2:27][CH2:28]2)[C:7]2[CH:12]=[C:11]([O:13][CH2:14][CH2:15][N:16]3[CH2:21][CH2:20][CH2:19][CH2:18][CH2:17]3)[N:10]=[CH:9][C:8]=2[N:22]=1. The catalyst class is: 2. (5) Reactant: [C:1]([O:5][C:6]([N:8]1[CH2:17][CH2:16][C:15]2[C:10](=[C:11]([O:18][CH2:19][C:20]([O:22]CC)=[O:21])[CH:12]=[CH:13][CH:14]=2)[CH2:9]1)=[O:7])([CH3:4])([CH3:3])[CH3:2].[Li+].[OH-].O.Cl. Product: [C:1]([O:5][C:6]([N:8]1[CH2:17][CH2:16][C:15]2[C:10](=[C:11]([O:18][CH2:19][C:20]([OH:22])=[O:21])[CH:12]=[CH:13][CH:14]=2)[CH2:9]1)=[O:7])([CH3:4])([CH3:2])[CH3:3]. The catalyst class is: 1. (6) Reactant: [Br:1][C:2]1[CH:11]=[C:10]2[C:5]([CH:6]=[CH:7][C:8]([O:12][CH:13]([CH2:17][CH3:18])[C:14]([OH:16])=O)=[CH:9]2)=[CH:4][CH:3]=1.[I-].ClC1C=CC=C[N+]=1C.C(N(CC)C(C)C)(C)C.[NH2:37][C:38]([CH3:42])([CH3:41])[CH2:39][OH:40]. Product: [Br:1][C:2]1[CH:11]=[C:10]2[C:5]([CH:6]=[CH:7][C:8]([O:12][CH:13]([CH2:17][CH3:18])[C:14]([NH:37][C:38]([CH3:42])([CH3:41])[CH2:39][OH:40])=[O:16])=[CH:9]2)=[CH:4][CH:3]=1. The catalyst class is: 4. (7) Reactant: [CH:1]([C:4]1[C:8]([CH2:9][CH2:10][CH2:11][CH:12]=[O:13])=[CH:7][N:6]([C:14]2[CH:19]=[CH:18][C:17]([C:20]([F:23])([F:22])[F:21])=[CH:16][N:15]=2)[N:5]=1)([CH3:3])[CH3:2].[BH4-].[Na+].Cl. Product: [CH:1]([C:4]1[C:8]([CH2:9][CH2:10][CH2:11][CH2:12][OH:13])=[CH:7][N:6]([C:14]2[CH:19]=[CH:18][C:17]([C:20]([F:21])([F:23])[F:22])=[CH:16][N:15]=2)[N:5]=1)([CH3:3])[CH3:2]. The catalyst class is: 8.